This data is from Reaction yield outcomes from USPTO patents with 853,638 reactions. The task is: Predict the reaction yield, written as a fraction of the theoretical maximum amount of product (1.0 means a 100% yield; for example, 0.34 means a 34% yield). The reactants are [C:1]([O:5][C:6]([NH:8][C@H:9]([C:22]([O:24][CH3:25])=[O:23])[CH2:10][C:11]1[S:12][C:13]([CH2:16][CH2:17][CH2:18][C:19](=O)[CH3:20])=[CH:14][CH:15]=1)=[O:7])([CH3:4])([CH3:3])[CH3:2].[NH2:26][C:27]1[C:32]([CH:33]=O)=[CH:31][CH:30]=[CH:29][N:28]=1.N1CCC[C@H]1C(O)=O. The catalyst is C(O)C. The product is [C:1]([O:5][C:6]([NH:8][C@H:9]([C:22]([O:24][CH3:25])=[O:23])[CH2:10][C:11]1[S:12][C:13]([CH2:16][CH2:17][CH2:18][C:19]2[CH:20]=[CH:33][C:32]3[C:27](=[N:28][CH:29]=[CH:30][CH:31]=3)[N:26]=2)=[CH:14][CH:15]=1)=[O:7])([CH3:4])([CH3:3])[CH3:2]. The yield is 0.560.